Predict the reaction yield, written as a fraction of the theoretical maximum amount of product (1.0 means a 100% yield; for example, 0.34 means a 34% yield). From a dataset of Reaction yield outcomes from USPTO patents with 853,638 reactions. (1) The product is [Br:12][C:8]1[C:9]([NH2:11])=[CH:10][C:5]2[O:4][CH2:3][CH2:2][O:1][C:6]=2[CH:7]=1. The yield is 0.300. The catalyst is ClCCl. The reactants are [O:1]1[C:6]2[CH:7]=[CH:8][C:9]([NH2:11])=[CH:10][C:5]=2[O:4][CH2:3][CH2:2]1.[Br:12]Br. (2) The reactants are [Cl:1][C:2]1[CH:3]=[C:4]([CH:14]=[CH:15][C:16]=1[Cl:17])[O:5][C:6](=[CH:10][C:11]([OH:13])=O)[C:7]([OH:9])=[O:8]. The catalyst is CS(O)(=O)=O.O=P12OP3(OP(OP(O3)(O1)=O)(=O)O2)=O. The product is [Cl:17][C:16]1[CH:15]=[C:14]2[C:4](=[CH:3][C:2]=1[Cl:1])[O:5][C:6]([C:7]([OH:9])=[O:8])=[CH:10][C:11]2=[O:13]. The yield is 0.290. (3) The yield is 0.520. The catalyst is C(Cl)Cl. The reactants are [NH2:1][CH2:2][CH2:3][CH2:4][O:5][C:6]1[CH:35]=[CH:34][C:9]([C:10]([N:12]2[C:21]3[C:16](=[CH:17][CH:18]=[CH:19][CH:20]=3)[C@H:15]([N:22]([C:26]3[CH:31]=[CH:30][C:29]([Cl:32])=[CH:28][CH:27]=3)[C:23](=[O:25])[CH3:24])[CH2:14][C@@H:13]2[CH3:33])=[O:11])=[CH:8][CH:7]=1.Cl[C:37]([O:39][CH3:40])=[O:38]. The product is [CH3:40][O:39][C:37](=[O:38])[NH:1][CH2:2][CH2:3][CH2:4][O:5][C:6]1[CH:7]=[CH:8][C:9]([C:10]([N:12]2[C:21]3[C:16](=[CH:17][CH:18]=[CH:19][CH:20]=3)[C@H:15]([N:22]([C:23](=[O:25])[CH3:24])[C:26]3[CH:31]=[CH:30][C:29]([Cl:32])=[CH:28][CH:27]=3)[CH2:14][C@@H:13]2[CH3:33])=[O:11])=[CH:34][CH:35]=1. (4) The yield is 0.860. The catalyst is CC(C)=O. The product is [C:1]([O:4][CH2:5][CH:6]([I:12])[C:7]([O:9][CH3:10])=[O:8])(=[O:3])[CH3:2]. The reactants are [C:1]([O:4][CH2:5][CH:6](Br)[C:7]([O:9][CH3:10])=[O:8])(=[O:3])[CH3:2].[I-:12].[Na+].O. (5) The reactants are [BH4-].[Na+].[CH2:3]([O:10][C:11]1[CH:16]=[CH:15][C:14]([C:17]2[C:26]3[C:21](=[CH:22][C:23]([O:27][CH3:28])=[CH:24][CH:25]=3)[CH2:20][CH2:19][N:18]=2)=[CH:13][CH:12]=1)[C:4]1[CH:9]=[CH:8][CH:7]=[CH:6][CH:5]=1. The catalyst is CO. The product is [CH2:3]([O:10][C:11]1[CH:12]=[CH:13][C:14]([CH:17]2[C:26]3[C:21](=[CH:22][C:23]([O:27][CH3:28])=[CH:24][CH:25]=3)[CH2:20][CH2:19][NH:18]2)=[CH:15][CH:16]=1)[C:4]1[CH:5]=[CH:6][CH:7]=[CH:8][CH:9]=1. The yield is 0.720. (6) The reactants are [Cl:1][C:2]1[CH:7]=[CH:6][C:5]([NH:8][C:9]2[S:10][C:11]([CH3:17])=[C:12]([C:14]([OH:16])=[O:15])[N:13]=2)=[CH:4][C:3]=1[O:18][CH3:19].[Cl:20][C:21]1[CH:29]=[C:28]([Cl:30])[CH:27]=[CH:26][C:22]=1[C:23](Cl)=[O:24].C(=O)([O-])[O-].[K+].[K+]. The catalyst is C1COCC1. The product is [Cl:20][C:21]1[CH:29]=[C:28]([Cl:30])[CH:27]=[CH:26][C:22]=1[C:23]([N:8]([C:5]1[CH:6]=[CH:7][C:2]([Cl:1])=[C:3]([O:18][CH3:19])[CH:4]=1)[C:9]1[S:10][C:11]([CH3:17])=[C:12]([C:14]([OH:16])=[O:15])[N:13]=1)=[O:24]. The yield is 0.970. (7) The reactants are [N:1]1[C:10]2[C:5](=[CH:6][CH:7]=[CH:8][CH:9]=2)[CH:4]=[CH:3][C:2]=1[CH2:11][O:12][C:13]1[CH:18]=[CH:17][C:16]([CH2:19][C:20]([O:22][CH2:23]C)=[O:21])=[CH:15][CH:14]=1.C[O-].[Na+].[CH:28](=[O:35])[C:29]1[CH:34]=[CH:33][N:32]=[CH:31][CH:30]=1. The catalyst is CO. The product is [OH:35][CH:28]([C:29]1[CH:34]=[CH:33][N:32]=[CH:31][CH:30]=1)[CH:19]([C:16]1[CH:15]=[CH:14][C:13]([O:12][CH2:11][C:2]2[CH:3]=[CH:4][C:5]3[C:10](=[CH:9][CH:8]=[CH:7][CH:6]=3)[N:1]=2)=[CH:18][CH:17]=1)[C:20]([O:22][CH3:23])=[O:21]. The yield is 0.850.